Dataset: Reaction yield outcomes from USPTO patents with 853,638 reactions. Task: Predict the reaction yield, written as a fraction of the theoretical maximum amount of product (1.0 means a 100% yield; for example, 0.34 means a 34% yield). (1) The reactants are [Br:1][C:2]1[CH:3]=[N:4][C:5]2[N:6]([N:8]=[C:9]([C:11]([OH:13])=O)[CH:10]=2)[CH:7]=1.[CH3:14][CH:15]1[C:24]2[C:19](=[CH:20][CH:21]=[CH:22][CH:23]=2)[CH2:18][CH2:17][NH:16]1.C(Cl)CCl.C1C=CC2N(O)N=NC=2C=1. The yield is 0.580. The product is [Br:1][C:2]1[CH:3]=[N:4][C:5]2[N:6]([N:8]=[C:9]([C:11]([N:16]3[CH2:17][CH2:18][C:19]4[C:24](=[CH:23][CH:22]=[CH:21][CH:20]=4)[CH:15]3[CH3:14])=[O:13])[CH:10]=2)[CH:7]=1. The catalyst is CN(C=O)C. (2) The reactants are [CH2:1]([C:3]1[CH:8]=[C:7]([CH3:9])[NH:6][C:5](=[O:10])[C:4]=1[C:11]#[N:12])[CH3:2].N. The catalyst is [Ni].CO. The product is [NH2:12][CH2:11][C:4]1[C:5](=[O:10])[NH:6][C:7]([CH3:9])=[CH:8][C:3]=1[CH2:1][CH3:2]. The yield is 0.540. (3) The product is [CH2:19]([O:18][C:16](=[O:17])[C:15](=[CH:14][NH:10][C:3]1[CH:4]=[C:5]([O:8][CH3:9])[CH:6]=[CH:7][C:2]=1[Br:1])[C:21]([O:23][CH2:24][CH3:25])=[O:22])[CH3:20]. The reactants are [Br:1][C:2]1[CH:7]=[CH:6][C:5]([O:8][CH3:9])=[CH:4][C:3]=1[NH2:10].C(O[CH:14]=[C:15]([C:21]([O:23][CH2:24][CH3:25])=[O:22])[C:16]([O:18][CH2:19][CH3:20])=[O:17])C. No catalyst specified. The yield is 0.810. (4) The reactants are [CH3:1][C:2]1[C:6]([CH2:7][N:8]2[CH:12]=[C:11]([N:13]3[C:17](=[O:18])[CH2:16][NH:15][C:14]3=[O:19])[CH:10]=[N:9]2)=[C:5]([CH3:20])[O:4][N:3]=1.Cl.[CH3:22][O:23]C(=O)[C@H](CO)N.C(N(CC)CC)C. The catalyst is C1(C)C=CC=CC=1. The product is [CH3:1][C:2]1[C:6]([CH2:7][N:8]2[CH:12]=[C:11]([N:13]3[C:17](=[O:18])[CH:16]([CH2:22][OH:23])[NH:15][C:14]3=[O:19])[CH:10]=[N:9]2)=[C:5]([CH3:20])[O:4][N:3]=1. The yield is 0.250. (5) The reactants are [CH:1]([C:3]1[N:8]=[C:7]2[N:9]([CH2:12][C:13]3[CH:14]=[C:15]4[C:20](=[CH:21][CH:22]=3)[N:19]=[CH:18][CH:17]=[CH:16]4)[N:10]=[N:11][C:6]2=[N:5][CH:4]=1)=C.CC1C=CC=C(C)N=1.I([O-])(=O)(=O)=[O:32].[Na+]. The catalyst is O.O1CCOCC1.[Os](=O)(=O)(=O)=O. The product is [N:19]1[C:20]2[C:15](=[CH:14][C:13]([CH2:12][N:9]3[C:7]4=[N:8][C:3]([CH:1]=[O:32])=[CH:4][N:5]=[C:6]4[N:11]=[N:10]3)=[CH:22][CH:21]=2)[CH:16]=[CH:17][CH:18]=1. The yield is 0.430. (6) The reactants are Cl[C:2]1[CH:7]=[CH:6][N:5]=[C:4]2[CH:8]=[C:9]([C:11]3[S:12][C:13]([C:17]([N:19]4[CH2:24][CH2:23][N:22]([CH3:25])[CH2:21][CH2:20]4)=[O:18])=[C:14]([CH3:16])[N:15]=3)[S:10][C:3]=12.[OH:26][C:27]1[CH:28]=[C:29]2[C:33](=[CH:34][CH:35]=1)[NH:32][C:31]([CH3:36])=[C:30]2[C:37]#[N:38]. No catalyst specified. The product is [CH3:36][C:31]1[NH:32][C:33]2[C:29]([C:30]=1[C:37]#[N:38])=[CH:28][C:27]([O:26][C:2]1[CH:7]=[CH:6][N:5]=[C:4]3[CH:8]=[C:9]([C:11]4[S:12][C:13]([C:17]([N:19]5[CH2:24][CH2:23][N:22]([CH3:25])[CH2:21][CH2:20]5)=[O:18])=[C:14]([CH3:16])[N:15]=4)[S:10][C:3]=13)=[CH:35][CH:34]=2. The yield is 0.410. (7) The reactants are [CH3:1][O:2][C:3](=[O:18])[C:4]1[C:9]([CH3:10])=[CH:8][CH:7]=[CH:6][C:5]=1[NH:11][C:12]([O:14][CH:15]([CH3:17])[CH3:16])=[O:13].[H-].[Na+].Br[CH2:22][CH2:23][CH2:24][C:25]([O:27][CH2:28][CH3:29])=[O:26]. The catalyst is CN(C=O)C.C(OCC)(=O)C. The product is [CH3:1][O:2][C:3](=[O:18])[C:4]1[C:9]([CH3:10])=[CH:8][CH:7]=[CH:6][C:5]=1[N:11]([CH2:22][CH2:23][CH2:24][C:25]([O:27][CH2:28][CH3:29])=[O:26])[C:12]([O:14][CH:15]([CH3:16])[CH3:17])=[O:13]. The yield is 0.840. (8) The reactants are Cl.[CH3:2][C@H:3]1[O:8][CH2:7][CH2:6][NH:5][CH2:4]1.C(N(C(C)C)C(C)C)C.[Br:18][C:19]1[CH:20]=[C:21]([C:35]([O:37][CH3:38])=[O:36])[CH:22]=[C:23]2[C:28]=1[O:27][C:26](S(CC)(=O)=O)=[CH:25][C:24]2=[O:34]. The catalyst is C(Cl)Cl. The product is [Br:18][C:19]1[CH:20]=[C:21]([C:35]([O:37][CH3:38])=[O:36])[CH:22]=[C:23]2[C:28]=1[O:27][C:26]([N:5]1[CH2:6][CH2:7][O:8][C@H:3]([CH3:2])[CH2:4]1)=[CH:25][C:24]2=[O:34]. The yield is 0.880. (9) The reactants are [C:1]([C:3]1[C:8]([C:9]([F:12])([F:11])[F:10])=[CH:7][C:6]([NH:13]C(=O)C)=[C:5]([F:17])[CH:4]=1)#[N:2].Cl. The catalyst is CCO. The product is [NH2:13][C:6]1[C:5]([F:17])=[CH:4][C:3]([C:1]#[N:2])=[C:8]([C:9]([F:12])([F:10])[F:11])[CH:7]=1. The yield is 0.990.